Dataset: Full USPTO retrosynthesis dataset with 1.9M reactions from patents (1976-2016). Task: Predict the reactants needed to synthesize the given product. (1) Given the product [N:32]1([CH2:2][C:3]2[C:8]3[C:9]([C:12]4[CH:13]=[CH:14][C:15]([O:18][CH3:19])=[CH:16][CH:17]=4)=[N:10][O:11][C:7]=3[C:6]([OH:20])=[C:5]([C:27]([O:29][CH2:30][CH3:31])=[O:28])[N:4]=2)[CH:36]=[CH:35][CH:34]=[N:33]1, predict the reactants needed to synthesize it. The reactants are: Br[CH2:2][C:3]1[C:8]2[C:9]([C:12]3[CH:17]=[CH:16][C:15]([O:18][CH3:19])=[CH:14][CH:13]=3)=[N:10][O:11][C:7]=2[C:6]([O:20]C(=O)C(C)(C)C)=[C:5]([C:27]([O:29][CH2:30][CH3:31])=[O:28])[N:4]=1.[NH:32]1[CH:36]=[CH:35][CH:34]=[N:33]1.C1(C)C=CC=CC=1. (2) Given the product [Cl:1][C:2]1[S:6][C:5]([C:7]([NH:9][C:10]2[CH:18]=[CH:17][CH:16]=[C:15]3[C:11]=2[C:12](=[O:28])[N:13]([CH2:20][CH2:21][CH:22]2[CH2:27][CH2:26][N:25]([CH2:29][CH3:30])[CH2:24][CH2:23]2)[C:14]3=[O:19])=[O:8])=[CH:4][CH:3]=1, predict the reactants needed to synthesize it. The reactants are: [Cl:1][C:2]1[S:6][C:5]([C:7]([NH:9][C:10]2[CH:18]=[CH:17][CH:16]=[C:15]3[C:11]=2[C:12](=[O:28])[N:13]([CH2:20][CH2:21][CH:22]2[CH2:27][CH2:26][NH:25][CH2:24][CH2:23]2)[C:14]3=[O:19])=[O:8])=[CH:4][CH:3]=1.[CH:29](N(CC)C(C)C)(C)[CH3:30].ICC.